Dataset: NCI-60 drug combinations with 297,098 pairs across 59 cell lines. Task: Regression. Given two drug SMILES strings and cell line genomic features, predict the synergy score measuring deviation from expected non-interaction effect. (1) Drug 1: C1CCN(CC1)CCOC2=CC=C(C=C2)C(=O)C3=C(SC4=C3C=CC(=C4)O)C5=CC=C(C=C5)O. Drug 2: CS(=O)(=O)OCCCCOS(=O)(=O)C. Cell line: SK-MEL-2. Synergy scores: CSS=-1.71, Synergy_ZIP=2.99, Synergy_Bliss=1.36, Synergy_Loewe=-5.08, Synergy_HSA=-5.11. (2) Drug 1: CC1=CC=C(C=C1)C2=CC(=NN2C3=CC=C(C=C3)S(=O)(=O)N)C(F)(F)F. Drug 2: C1CC(C1)(C(=O)O)C(=O)O.[NH2-].[NH2-].[Pt+2]. Cell line: K-562. Synergy scores: CSS=17.3, Synergy_ZIP=-1.29, Synergy_Bliss=-4.81, Synergy_Loewe=-8.52, Synergy_HSA=-3.71. (3) Drug 1: C1CN1C2=NC(=NC(=N2)N3CC3)N4CC4. Drug 2: CC1OCC2C(O1)C(C(C(O2)OC3C4COC(=O)C4C(C5=CC6=C(C=C35)OCO6)C7=CC(=C(C(=C7)OC)O)OC)O)O. Cell line: CCRF-CEM. Synergy scores: CSS=75.1, Synergy_ZIP=1.12, Synergy_Bliss=1.27, Synergy_Loewe=-2.89, Synergy_HSA=2.42. (4) Drug 1: CCC1(CC2CC(C3=C(CCN(C2)C1)C4=CC=CC=C4N3)(C5=C(C=C6C(=C5)C78CCN9C7C(C=CC9)(C(C(C8N6C)(C(=O)OC)O)OC(=O)C)CC)OC)C(=O)OC)O.OS(=O)(=O)O. Drug 2: C1=CC=C(C=C1)NC(=O)CCCCCCC(=O)NO. Cell line: ACHN. Synergy scores: CSS=7.59, Synergy_ZIP=-2.64, Synergy_Bliss=1.99, Synergy_Loewe=0.351, Synergy_HSA=0.610. (5) Drug 1: C1C(C(OC1N2C=C(C(=O)NC2=O)F)CO)O. Drug 2: CC12CCC3C(C1CCC2OP(=O)(O)O)CCC4=C3C=CC(=C4)OC(=O)N(CCCl)CCCl.[Na+]. Cell line: RXF 393. Synergy scores: CSS=2.90, Synergy_ZIP=-4.47, Synergy_Bliss=-7.92, Synergy_Loewe=-8.00, Synergy_HSA=-8.09. (6) Drug 1: C1=CC(=CC=C1CCCC(=O)O)N(CCCl)CCCl. Drug 2: CNC(=O)C1=NC=CC(=C1)OC2=CC=C(C=C2)NC(=O)NC3=CC(=C(C=C3)Cl)C(F)(F)F. Cell line: NCIH23. Synergy scores: CSS=44.4, Synergy_ZIP=-5.43, Synergy_Bliss=-8.36, Synergy_Loewe=-6.99, Synergy_HSA=-5.11. (7) Drug 1: C1=CC=C(C(=C1)C(C2=CC=C(C=C2)Cl)C(Cl)Cl)Cl. Drug 2: C1=CN(C=N1)CC(O)(P(=O)(O)O)P(=O)(O)O. Cell line: RPMI-8226. Synergy scores: CSS=5.60, Synergy_ZIP=-3.25, Synergy_Bliss=-3.41, Synergy_Loewe=1.08, Synergy_HSA=-2.51. (8) Drug 1: C1=NC2=C(N=C(N=C2N1C3C(C(C(O3)CO)O)F)Cl)N. Drug 2: C1CCC(C(C1)N)N.C(=O)(C(=O)[O-])[O-].[Pt+4]. Cell line: A498. Synergy scores: CSS=35.4, Synergy_ZIP=3.82, Synergy_Bliss=5.51, Synergy_Loewe=5.54, Synergy_HSA=6.85. (9) Drug 1: C1CC(=O)NC(=O)C1N2CC3=C(C2=O)C=CC=C3N. Drug 2: C(CN)CNCCSP(=O)(O)O. Synergy scores: CSS=12.2, Synergy_ZIP=-3.85, Synergy_Bliss=-2.42, Synergy_Loewe=-1.31, Synergy_HSA=0.420. Cell line: SF-295. (10) Drug 1: CN(C)N=NC1=C(NC=N1)C(=O)N. Drug 2: CCN(CC)CCNC(=O)C1=C(NC(=C1C)C=C2C3=C(C=CC(=C3)F)NC2=O)C. Cell line: ACHN. Synergy scores: CSS=9.40, Synergy_ZIP=-5.24, Synergy_Bliss=0.142, Synergy_Loewe=-4.20, Synergy_HSA=-0.861.